From a dataset of Full USPTO retrosynthesis dataset with 1.9M reactions from patents (1976-2016). Predict the reactants needed to synthesize the given product. The reactants are: Cl.[NH:2]1[CH2:7][CH2:6][CH:5]([CH2:8][NH:9][C:10]([C:12]2[C:20]3[N:19]=[C:18]([C:21]([CH3:24])([CH3:23])[CH3:22])[NH:17][C:16]=3[CH:15]=[CH:14][CH:13]=2)=[O:11])[CH2:4][CH2:3]1.[CH:25]([N:28]([CH2:32][CH3:33])[CH:29]([CH3:31])C)(C)C.[C:34]([O:38][C:39](N1CCC(C=O)CC1)=[O:40])([CH3:37])([CH3:36])[CH3:35].[C:49](O[BH-](OC(=O)C)OC(=O)C)(=O)C.[Na+]. Given the product [C:34]([O:38][C:39]([N:2]1[CH2:7][CH2:6][CH:5]([CH2:8][NH:9][C:10]([C:12]2[C:20]3[N:19]=[C:18]([C:21]([CH3:24])([CH3:23])[CH3:22])[NH:17][C:16]=3[CH:15]=[CH:14][CH:13]=2)=[O:11])[CH2:4][CH:3]1[CH2:25][N:28]1[CH2:29][CH2:31][CH2:49][CH2:33][CH2:32]1)=[O:40])([CH3:37])([CH3:36])[CH3:35], predict the reactants needed to synthesize it.